This data is from Forward reaction prediction with 1.9M reactions from USPTO patents (1976-2016). The task is: Predict the product of the given reaction. (1) Given the reactants [OH2:1].[C:2]([OH:12])(=[O:11])[C:3]1NC(=O)N[C:5](=[O:6])[CH:4]=1.[Cl:13][C:14]1[CH:15]=[CH:16][C:17]2[CH2:23][CH2:22][NH:21][CH2:20][C@H:19]([CH3:24])[C:18]=2[CH:25]=1, predict the reaction product. The product is: [C:5]([OH:6])(=[O:1])/[CH:4]=[CH:3]/[C:2]([OH:12])=[O:11].[Cl:13][C:14]1[CH:15]=[CH:16][C:17]2[CH2:23][CH2:22][NH:21][CH2:20][C@H:19]([CH3:24])[C:18]=2[CH:25]=1.[Cl:13][C:14]1[CH:15]=[CH:16][C:17]2[CH2:23][CH2:22][NH:21][CH2:20][C@H:19]([CH3:24])[C:18]=2[CH:25]=1. (2) The product is: [NH:29]1[C:30]2[CH:36]=[CH:35][CH:34]=[CH:33][C:31]=2[N:32]=[C:28]1[C@@H:24]1[CH2:25][CH2:26][CH2:27][N:23]1[C:14](=[O:16])[C@H:13]([CH2:17][CH:18]1[CH2:19][CH2:20][CH2:21][CH2:22]1)[CH2:12][N:9]([OH:8])[CH:10]=[O:11]. Given the reactants C([O:8][N:9]([CH2:12][C@@H:13]([CH2:17][CH:18]1[CH2:22][CH2:21][CH2:20][CH2:19]1)[C:14]([OH:16])=O)[CH:10]=[O:11])C1C=CC=CC=1.[NH:23]1[CH2:27][CH2:26][CH2:25][C@H:24]1[C:28]1[NH:32][C:31]2[CH:33]=[CH:34][CH:35]=[CH:36][C:30]=2[N:29]=1, predict the reaction product. (3) Given the reactants [CH2:1]([C:3]1[N:11]=[C:10]([O:12][CH3:13])[C:9]([NH:14][C:15]([N:17]2[CH2:22][CH2:21][N:20]([C:23]3[CH:28]=[C:27]([CH3:29])[CH:26]=[C:25]([CH3:30])[CH:24]=3)[CH2:19][CH2:18]2)=[O:16])=[CH:8][C:4]=1[C:5]([OH:7])=O)[CH3:2].[CH:31]1[C:44]2[C:35](=[N:36][C:37]3[C:42]([C:43]=2[NH:45][C:46]2[CH:47]=[C:48]([CH2:53][OH:54])[CH:49]=[C:50]([NH2:52])[CH:51]=2)=[CH:41][CH:40]=[CH:39][CH:38]=3)[CH:34]=[CH:33][CH:32]=1, predict the reaction product. The product is: [CH:31]1[C:44]2[C:35](=[N:36][C:37]3[C:42]([C:43]=2[NH:45][C:46]2[CH:51]=[C:50]([NH:52][C:5]([C:4]4[CH:8]=[C:9]([NH:14][C:15]([N:17]5[CH2:22][CH2:21][N:20]([C:23]6[CH:28]=[C:27]([CH3:29])[CH:26]=[C:25]([CH3:30])[CH:24]=6)[CH2:19][CH2:18]5)=[O:16])[C:10]([O:12][CH3:13])=[N:11][C:3]=4[CH2:1][CH3:2])=[O:7])[CH:49]=[C:48]([CH2:53][OH:54])[CH:47]=2)=[CH:41][CH:40]=[CH:39][CH:38]=3)[CH:34]=[CH:33][CH:32]=1. (4) The product is: [C:1]1([N:7]2[C:11]3[CH:12]=[CH:13][CH:14]=[CH:15][C:10]=3[N:9]=[C:8]2[C@@H:16]([NH:19][C:21]2[N:29]=[CH:28][N:27]=[C:26]3[C:22]=2[N:23]=[CH:24][NH:25]3)[CH2:17][CH3:18])[CH:2]=[CH:3][CH:4]=[CH:5][CH:6]=1. Given the reactants [C:1]1([N:7]2[C:11]3[CH:12]=[CH:13][CH:14]=[CH:15][C:10]=3[N:9]=[C:8]2[C@@H:16]([NH2:19])[CH2:17][CH3:18])[CH:6]=[CH:5][CH:4]=[CH:3][CH:2]=1.Cl[C:21]1[N:29]=[CH:28][N:27]=[C:26]2[C:22]=1[N:23]=[CH:24][NH:25]2.CCN(C(C)C)C(C)C, predict the reaction product.